Dataset: Full USPTO retrosynthesis dataset with 1.9M reactions from patents (1976-2016). Task: Predict the reactants needed to synthesize the given product. (1) Given the product [Br:4][C:5]1[CH:10]=[C:9]([F:11])[C:8]([F:12])=[CH:7][C:6]=1[CH:13]=[O:14], predict the reactants needed to synthesize it. The reactants are: ClCCl.[Br:4][C:5]1[CH:10]=[C:9]([F:11])[C:8]([F:12])=[CH:7][C:6]=1[CH2:13][OH:14].C(=O)(O)[O-].[Na+]. (2) Given the product [F:1][C:2]1[CH:3]=[CH:4][C:5]([N:8]2[C:11](=[O:12])[C@H:10]([S:13][CH2:14][CH:15]([C:17]3[CH:18]=[CH:19][C:20]([F:23])=[CH:21][CH:22]=3)[OH:16])[C@H:9]2[C:24]2[CH:25]=[CH:26][C:27]([O:28][CH2:29][C:30]([NH:32][CH2:33][C:34]([NH:76][C@@H:75]([C:77]([OH:79])=[O:78])[CH2:74][CH:68]3[CH2:73][CH2:72][CH2:71][CH2:70][CH2:69]3)=[O:35])=[O:31])=[CH:37][CH:38]=2)=[CH:6][CH:7]=1, predict the reactants needed to synthesize it. The reactants are: [F:1][C:2]1[CH:7]=[CH:6][C:5]([N:8]2[C:11](=[O:12])[C@H:10]([S:13][CH2:14][C:15]([C:17]3[CH:22]=[CH:21][C:20]([F:23])=[CH:19][CH:18]=3)=[O:16])[C@H:9]2[C:24]2[CH:38]=[CH:37][C:27]([O:28][CH2:29][C:30]([NH:32][CH2:33][C:34](O)=[O:35])=[O:31])=[CH:26][CH:25]=2)=[CH:4][CH:3]=1.CN1CCOCC1.CN(C(ON1N=NC2C=CC=CC1=2)=[N+](C)C)C.[B-](F)(F)(F)F.[CH:68]1([CH2:74][C@H:75]([C:77]([OH:79])=[O:78])[NH2:76])[CH2:73][CH2:72][CH2:71][CH2:70][CH2:69]1.[BH4-].[Na+]. (3) Given the product [Br:41][C:39]1[CH:38]=[CH:37][N:36]=[C:35]([C:10]2[CH:11]=[CH:12][CH:13]=[C:14]3[C:9]=2[O:8][C:7]([N:1]2[CH2:2][CH2:3][O:4][CH2:5][CH2:6]2)=[CH:16][C:15]3=[O:17])[CH:40]=1, predict the reactants needed to synthesize it. The reactants are: [N:1]1([C:7]2[O:8][C:9]3[C:14]([C:15](=[O:17])[CH:16]=2)=[CH:13][CH:12]=[CH:11][C:10]=3B2OC(C)(C)C(C)(C)O2)[CH2:6][CH2:5][O:4][CH2:3][CH2:2]1.C1(C)C=CC=CC=1.Br[C:35]1[CH:40]=[C:39]([Br:41])[CH:38]=[CH:37][N:36]=1.C(=O)([O-])[O-].[K+].[K+].